Dataset: Forward reaction prediction with 1.9M reactions from USPTO patents (1976-2016). Task: Predict the product of the given reaction. (1) Given the reactants [Cl:1][C:2]1[CH:7]=[C:6]([O:8][C:9]2[CH:14]=[CH:13][CH:12]=[CH:11][C:10]=2[Cl:15])[CH:5]=[CH:4][C:3]=1[C:16](=O)[CH3:17].[NH2:19][OH:20], predict the reaction product. The product is: [Cl:1][C:2]1[CH:7]=[C:6]([O:8][C:9]2[CH:14]=[CH:13][CH:12]=[CH:11][C:10]=2[Cl:15])[CH:5]=[CH:4][C:3]=1[C:16](=[N:19][OH:20])[CH3:17]. (2) Given the reactants [C:1]([NH2:5])([CH3:4])([CH3:3])[CH3:2].[N:6]([C:9]1[CH:10]=[CH:11][C:12]([O:15][C:16](=[O:25])[N:17]([CH3:24])[C:18]2[CH:23]=[CH:22][CH:21]=[CH:20][CH:19]=2)=[N:13][CH:14]=1)=[C:7]=[S:8], predict the reaction product. The product is: [C:1]([NH:5][C:7](=[S:8])[NH:6][C:9]1[CH:10]=[CH:11][C:12]([O:15][C:16](=[O:25])[N:17]([CH3:24])[C:18]2[CH:23]=[CH:22][CH:21]=[CH:20][CH:19]=2)=[N:13][CH:14]=1)([CH3:4])([CH3:3])[CH3:2]. (3) Given the reactants [NH2:1][C:2]1[CH:9]=[C:8]([O:10][CH3:11])[C:7]([O:12][CH3:13])=[CH:6][C:3]=1[C:4]#[N:5].C(=O)([O-])[O-].[K+].[K+].I[CH:21]([CH3:23])[CH3:22], predict the reaction product. The product is: [CH:21]([NH:1][C:2]1[CH:9]=[C:8]([O:10][CH3:11])[C:7]([O:12][CH3:13])=[CH:6][C:3]=1[C:4]#[N:5])([CH3:23])[CH3:22]. (4) Given the reactants [Br:1][CH2:2][CH2:3][CH2:4][CH2:5][CH2:6][CH2:7][CH2:8][CH2:9][CH:10]=[O:11].[CH2:12](O)[CH2:13][OH:14].C1(C)C=CC(S(O)(=O)=O)=CC=1, predict the reaction product. The product is: [Br:1][CH2:2][CH2:3][CH2:4][CH2:5][CH2:6][CH2:7][CH2:8][CH2:9][CH:10]1[O:14][CH2:13][CH2:12][O:11]1.